Dataset: Reaction yield outcomes from USPTO patents with 853,638 reactions. Task: Predict the reaction yield, written as a fraction of the theoretical maximum amount of product (1.0 means a 100% yield; for example, 0.34 means a 34% yield). The reactants are [CH2:1]([S:4][C:5]1[CH:12]=[C:11]([C:13]2[C:14]([C:18]([F:21])([F:20])[F:19])=[N:15][NH:16][CH:17]=2)[CH:10]=[CH:9][C:6]=1[CH:7]=O)[CH2:2][CH3:3].C([SiH](CC)CC)C. The catalyst is C(Cl)Cl. The product is [CH3:7][C:6]1[CH:9]=[CH:10][C:11]([C:13]2[C:14]([C:18]([F:21])([F:19])[F:20])=[N:15][NH:16][CH:17]=2)=[CH:12][C:5]=1[S:4][CH2:1][CH2:2][CH3:3]. The yield is 0.193.